From a dataset of Catalyst prediction with 721,799 reactions and 888 catalyst types from USPTO. Predict which catalyst facilitates the given reaction. (1) Reactant: [ClH:1].[C:2]1([C:8]2[S:9][C:10]([CH2:20][N:21]3[CH2:25][CH2:24][CH2:23][CH2:22]3)=[C:11]([C:13]([O:15]C(C)(C)C)=[O:14])[N:12]=2)[CH:7]=[CH:6][CH:5]=[CH:4][CH:3]=1. Product: [ClH:1].[C:2]1([C:8]2[S:9][C:10]([CH2:20][N:21]3[CH2:25][CH2:24][CH2:23][CH2:22]3)=[C:11]([C:13]([OH:15])=[O:14])[N:12]=2)[CH:3]=[CH:4][CH:5]=[CH:6][CH:7]=1. The catalyst class is: 1. (2) Reactant: [C:1]([N:5]([C:27](=[O:36])[C:28]1[CH:33]=[C:32]([CH3:34])[CH:31]=[C:30]([CH3:35])[CH:29]=1)[NH:6][C:7](=[O:26])[C:8]1[CH:13]=[CH:12][C:11]([CH2:14][C:15]#[N:16])=[C:10]([B:17]2[O:21]C(C)(C)C(C)(C)[O:18]2)[CH:9]=1)([CH3:4])([CH3:3])[CH3:2].B(O)O.I([O-])(=O)(=O)=O.[Na+].Cl. Product: [C:1]([N:5]([C:27](=[O:36])[C:28]1[CH:33]=[C:32]([CH3:34])[CH:31]=[C:30]([CH3:35])[CH:29]=1)[NH:6][C:7]([C:8]1[CH:13]=[CH:12][C:11]([CH2:14][C:15]#[N:16])=[C:10]([B:17]([OH:18])[OH:21])[CH:9]=1)=[O:26])([CH3:4])([CH3:3])[CH3:2]. The catalyst class is: 20.